This data is from Forward reaction prediction with 1.9M reactions from USPTO patents (1976-2016). The task is: Predict the product of the given reaction. (1) Given the reactants [Cl:1][C:2]1[CH:7]=[CH:6][C:5]([N+:8]([O-])=O)=[CH:4][C:3]=1[C:11]1[CH:16]=[CH:15][N:14]=[CH:13][C:12]=1[F:17].C(=O)([O-])[O-].[Na+].[Na+], predict the reaction product. The product is: [Cl:1][C:2]1[CH:7]=[CH:6][C:5]([NH2:8])=[CH:4][C:3]=1[C:11]1[CH:16]=[CH:15][N:14]=[CH:13][C:12]=1[F:17]. (2) Given the reactants [CH3:1][CH:2]([CH3:42])[C@H:3]([NH:11][CH2:12][CH2:13][C:14]1[CH:19]=[CH:18][C:17]([C:20]2[N:24]=[C:23]([C:25]3[CH:30]=[CH:29][C:28]([C:31]4[CH:36]=[CH:35][CH:34]=[CH:33][C:32]=4[CH3:37])=[C:27]([C:38]([F:41])([F:40])[F:39])[CH:26]=3)[O:22][N:21]=2)=[CH:16][CH:15]=1)[C:4]([O:6]C(C)(C)C)=[O:5].Cl, predict the reaction product. The product is: [CH3:1][CH:2]([CH3:42])[C@H:3]([NH:11][CH2:12][CH2:13][C:14]1[CH:15]=[CH:16][C:17]([C:20]2[N:24]=[C:23]([C:25]3[CH:30]=[CH:29][C:28]([C:31]4[CH:36]=[CH:35][CH:34]=[CH:33][C:32]=4[CH3:37])=[C:27]([C:38]([F:40])([F:39])[F:41])[CH:26]=3)[O:22][N:21]=2)=[CH:18][CH:19]=1)[C:4]([OH:6])=[O:5]. (3) Given the reactants C1(C)C=CC=CC=1.[F:8][C:9]1[CH:37]=[CH:36][C:12]([NH:13][C:14]2[CH:26]=[C:25](B3OC(C)(C)C(C)(C)O3)[CH:24]=[CH:23][C:15]=2[C:16]([O:18][C:19]([CH3:22])([CH3:21])[CH3:20])=[O:17])=[CH:11][CH:10]=1.Br[C:39]1[CH:44]=[CH:43][C:42]([S:45]([NH2:48])(=[O:47])=[O:46])=[CH:41][CH:40]=1.C(=O)([O-])O.[Na+], predict the reaction product. The product is: [NH2:48][S:45]([C:42]1[CH:43]=[CH:44][C:39]([C:25]2[CH:24]=[CH:23][C:15]([C:16]([O:18][C:19]([CH3:20])([CH3:21])[CH3:22])=[O:17])=[C:14]([NH:13][C:12]3[CH:36]=[CH:37][C:9]([F:8])=[CH:10][CH:11]=3)[CH:26]=2)=[CH:40][CH:41]=1)(=[O:47])=[O:46].